Binary Classification. Given a miRNA mature sequence and a target amino acid sequence, predict their likelihood of interaction. From a dataset of Experimentally validated miRNA-target interactions with 360,000+ pairs, plus equal number of negative samples. The miRNA is hsa-miR-8066 with sequence CAAUGUGAUCUUUUGGAUGUA. The protein sequence of the target gene is MMGEAAVAAGPCPLREDSFTRFSSQSNVYGLAGGAGGRGELLAATLKGKVLGFRYQDLRQKIRPVAKELQFNYIPVDAEIVSIDTFNKSPPKRGLVVGITFIKDSGDKGSPFLNIYCDYEPGSEYNLDSIAQSCLNLELQFTPFQLCHAEVQVGDQLETVFLLSGNDPAIHLYKENEGLHQFEEQPVENLFPELTNLTSSVLWLDVHNFPGTSRRLSALGCQSGYVRVAHVDQRSREVLQMWSVLQDGPISRVIVFSLSAAKETKDRPLQDEYSVLVASMLEPAVVYRDLLNRGLEDQLL.... Result: 0 (no interaction).